Dataset: Forward reaction prediction with 1.9M reactions from USPTO patents (1976-2016). Task: Predict the product of the given reaction. Given the reactants [I:1][C:2]1[CH:12]=[CH:11][C:5]([C:6](OCC)=[O:7])=[CH:4][N:3]=1.[BH4-].[Na+].O, predict the reaction product. The product is: [I:1][C:2]1[N:3]=[CH:4][C:5]([CH2:6][OH:7])=[CH:11][CH:12]=1.